This data is from Catalyst prediction with 721,799 reactions and 888 catalyst types from USPTO. The task is: Predict which catalyst facilitates the given reaction. (1) Reactant: [C:1]([NH:8][CH2:9][CH2:10][NH2:11])([O:3]C(C)(C)C)=O.C(N(CC)CC)C.[C:19](O)(=O)[C:20](C)=[CH2:21].ON1C(=O)CCC1=O. Product: [NH2:11][CH2:10][CH2:9][NH:8][C:1](=[O:3])[C:20]([CH3:21])=[CH2:19]. The catalyst class is: 10. (2) Reactant: Cl[CH2:2][C:3]([N:5]1[CH2:10][CH2:9][N:8]([C:11]2[N:16]=[C:15]([N:17]3[CH2:22][CH2:21][CH:20]([CH3:23])[CH2:19][CH2:18]3)[C:14]([N+:24]([O-:26])=[O:25])=[CH:13][CH:12]=2)[CH2:7][CH2:6]1)=[O:4].CCN(CC)CC.[NH:34]1[CH2:39][CH2:38][O:37][CH2:36][CH2:35]1. Product: [CH3:23][CH:20]1[CH2:19][CH2:18][N:17]([C:15]2[C:14]([N+:24]([O-:26])=[O:25])=[CH:13][CH:12]=[C:11]([N:8]3[CH2:7][CH2:6][N:5]([C:3](=[O:4])[CH2:2][N:34]4[CH2:39][CH2:38][O:37][CH2:36][CH2:35]4)[CH2:10][CH2:9]3)[N:16]=2)[CH2:22][CH2:21]1. The catalyst class is: 2. (3) Reactant: [O:1]1[C:5]2[CH:6]=[CH:7][C:8]([CH2:10][CH2:11][OH:12])=[CH:9][C:4]=2[O:3][CH2:2]1.CC(OI1(OC(C)=O)(OC(C)=O)OC(=O)C2C=CC=CC1=2)=O. Product: [O:1]1[C:5]2[CH:6]=[CH:7][C:8]([CH2:10][CH:11]=[O:12])=[CH:9][C:4]=2[O:3][CH2:2]1. The catalyst class is: 4. (4) The catalyst class is: 5. Reactant: [Cl:1][C:2]1[CH:3]=[CH:4][C:5]2[N:11]3[CH:12]=[CH:13][CH:14]=[C:10]3[C@@H:9]([CH2:15][CH2:16][N:17]([CH3:29])[C@@H:18]3[CH2:23][CH2:22][CH2:21][C@H:20]([C:24]([O:26]CC)=[O:25])[CH2:19]3)[O:8][C@H:7]([C:30]3[CH:35]=[CH:34][CH:33]=[C:32]([O:36][CH3:37])[C:31]=3[O:38][CH3:39])[C:6]=2[CH:40]=1.C(=O)([O-])[O-].[K+].[K+].O.Cl. Product: [Cl:1][C:2]1[CH:3]=[CH:4][C:5]2[N:11]3[CH:12]=[CH:13][CH:14]=[C:10]3[C@@H:9]([CH2:15][CH2:16][N:17]([CH3:29])[C@@H:18]3[CH2:23][CH2:22][CH2:21][C@H:20]([C:24]([OH:26])=[O:25])[CH2:19]3)[O:8][C@H:7]([C:30]3[CH:35]=[CH:34][CH:33]=[C:32]([O:36][CH3:37])[C:31]=3[O:38][CH3:39])[C:6]=2[CH:40]=1. (5) Reactant: [CH3:1][O:2][C:3]([C@@:5]1([C:17]2[CH:22]=[CH:21][CH:20]=[C:19]([F:23])[C:18]=2[CH3:24])[CH2:9][CH2:8][C:7]([C:10]2[CH:11]=[N:12][CH:13]=[C:14]([F:16])[CH:15]=2)=[CH:6]1)=[O:4].C([O-])=O.[NH4+]. Product: [F:23][C:19]1[C:18]([CH3:24])=[C:17]([C@:5]2([C:3]([O:2][CH3:1])=[O:4])[CH2:9][CH2:8][C@@H:7]([C:10]3[CH:11]=[N:12][CH:13]=[C:14]([F:16])[CH:15]=3)[CH2:6]2)[CH:22]=[CH:21][CH:20]=1. The catalyst class is: 19.